From a dataset of Full USPTO retrosynthesis dataset with 1.9M reactions from patents (1976-2016). Predict the reactants needed to synthesize the given product. (1) Given the product [Br:1][C:2]1[CH:7]=[CH:6][C:5]([S:8][CH:15]2[CH:16]([OH:17])[CH2:11][CH2:12][N:13]([C:18]([O:20][C:21]([CH3:24])([CH3:23])[CH3:22])=[O:19])[CH2:14]2)=[CH:4][CH:3]=1, predict the reactants needed to synthesize it. The reactants are: [Br:1][C:2]1[CH:7]=[CH:6][C:5]([SH:8])=[CH:4][CH:3]=1.[OH-].[Na+].[CH:11]12[O:17][CH:16]1[CH2:15][CH2:14][N:13]([C:18]([O:20][C:21]([CH3:24])([CH3:23])[CH3:22])=[O:19])[CH2:12]2. (2) Given the product [Br:17][CH2:11][C:10](=[O:12])[CH2:9][C:8]([C:6]1[CH:7]=[C:2]([F:1])[CH:3]=[CH:4][C:5]=1[O:15][CH3:16])([CH3:13])[CH3:14], predict the reactants needed to synthesize it. The reactants are: [F:1][C:2]1[CH:3]=[CH:4][C:5]([O:15][CH3:16])=[C:6]([C:8]([CH3:14])([CH3:13])[CH2:9][C:10](=[O:12])[CH3:11])[CH:7]=1.[Br-:17].[Br-].[Br-].C([N+](C)(C)C)C1C=CC=CC=1.C([N+](C)(C)C)C1C=CC=CC=1.C([N+](C)(C)C)C1C=CC=CC=1. (3) Given the product [Br:14][CH2:12][C:11]([C:8]1[CH:9]=[CH:10][C:5]2[O:4][CH2:3][CH:2]([CH3:1])[C:6]=2[CH:7]=1)=[O:13], predict the reactants needed to synthesize it. The reactants are: [CH3:1][CH:2]1[C:6]2[CH:7]=[C:8]([C:11](=[O:13])[CH3:12])[CH:9]=[CH:10][C:5]=2[O:4][CH2:3]1.[Br:14]Br. (4) Given the product [CH3:1][N:2]([CH3:25])[S:3]([N:6]1[C:10]([CH:11]([OH:17])[C:12]2[S:13][CH:14]=[CH:15][CH:16]=2)=[CH:9][N:8]=[CH:7]1)(=[O:5])=[O:4], predict the reactants needed to synthesize it. The reactants are: [CH3:1][N:2]([CH3:25])[S:3]([N:6]1[C:10]([CH:11]([OH:17])[C:12]2[S:13][CH:14]=[CH:15][CH:16]=2)=[CH:9][N:8]=[C:7]1[Si](C(C)(C)C)(C)C)(=[O:5])=[O:4].C([Mg]Br)=C. (5) Given the product [C:11]([O:10][C:8]([N:4]1[CH2:23][CH2:5][CH2:6][CH:2]([OH:1])[CH2:3]1)=[O:9])([CH3:14])([CH3:13])[CH3:12], predict the reactants needed to synthesize it. The reactants are: [OH:1][CH:2]1[CH2:6][CH2:5][NH:4][CH2:3]1.O.[C:8](O[C:8]([O:10][C:11]([CH3:14])([CH3:13])[CH3:12])=[O:9])([O:10][C:11]([CH3:14])([CH3:13])[CH3:12])=[O:9].[CH3:23]CN(C(C)C)C(C)C. (6) Given the product [NH2:1][C@@H:2]([C:13]([NH:15][C@H:16]([C:29]([NH:31][C@H:32]([C:36]([OH:38])=[O:37])[CH:33]([CH3:34])[CH3:35])=[O:30])[CH2:17][CH2:18][CH2:19][CH2:20][NH:21][C:22]([O:24][C:25]([CH3:28])([CH3:26])[CH3:27])=[O:23])=[O:14])[CH2:3][C:4]1[C:12]2[C:7](=[CH:8][CH:9]=[CH:10][CH:11]=2)[NH:6][CH:5]=1, predict the reactants needed to synthesize it. The reactants are: [NH2:1][C@@H:2]([C:13]([NH:15][C@H:16]([C:29]([NH:31][C@H:32]([C:36]([O:38]C)=[O:37])[CH:33]([CH3:35])[CH3:34])=[O:30])[CH2:17][CH2:18][CH2:19][CH2:20][NH:21][C:22]([O:24][C:25]([CH3:28])([CH3:27])[CH3:26])=[O:23])=[O:14])[CH2:3][C:4]1[C:12]2[C:7](=[CH:8][CH:9]=[CH:10][CH:11]=2)[NH:6][CH:5]=1.[OH-].[Na+].Cl. (7) Given the product [CH3:47][C:45]1[CH:44]=[C:43]([CH3:48])[N:42]=[C:41]([NH:40][C:13](=[O:15])[C:12]2[CH:16]=[CH:17][C:9]([CH2:8][N:7]3[C:6]4[CH:18]=[CH:19][CH:20]=[CH:21][C:5]=4[O:4][CH2:3][C:2]3=[O:1])=[CH:10][CH:11]=2)[CH:46]=1, predict the reactants needed to synthesize it. The reactants are: [O:1]=[C:2]1[N:7]([CH2:8][C:9]2[CH:17]=[CH:16][C:12]([C:13]([OH:15])=O)=[CH:11][CH:10]=2)[C:6]2[CH:18]=[CH:19][CH:20]=[CH:21][C:5]=2[O:4][CH2:3]1.C(C1C2C(=CC(C([NH:40][C:41]3[CH:46]=[C:45]([CH3:47])[CH:44]=[C:43]([CH3:48])[N:42]=3)=O)=CC=2)N(C)C=1C)C1C=CC=CC=1. (8) Given the product [Cl:10][C:11]1[CH:12]=[C:13]([N:19]2[C:23]([CH3:24])=[C:22]([C:25]([NH:7][CH2:6][C:5]3[CH:8]=[CH:9][C:2]([F:1])=[CH:3][CH:4]=3)=[O:26])[C:21]([CH3:28])=[N:20]2)[CH:14]=[CH:15][C:16]=1[C:17]#[N:18], predict the reactants needed to synthesize it. The reactants are: [F:1][C:2]1[CH:9]=[CH:8][C:5]([CH2:6][NH2:7])=[CH:4][CH:3]=1.[Cl:10][C:11]1[CH:12]=[C:13]([N:19]2[C:23]([CH3:24])=[C:22]([C:25](Cl)=[O:26])[C:21]([CH3:28])=[N:20]2)[CH:14]=[CH:15][C:16]=1[C:17]#[N:18].O. (9) Given the product [C:1]([N:4]1[CH2:9][CH2:8][N:7]([CH2:10][C:11]2[CH:16]=[CH:15][C:14]([O:17][CH:23]3[CH2:24][N:25]([C:27]([O:29][C:30]([CH3:33])([CH3:32])[CH3:31])=[O:28])[CH2:26]3)=[CH:13][CH:12]=2)[CH2:6][CH2:5]1)(=[O:3])[CH3:2], predict the reactants needed to synthesize it. The reactants are: [C:1]([N:4]1[CH2:9][CH2:8][N:7]([CH2:10][C:11]2[CH:16]=[CH:15][C:14]([OH:17])=[CH:13][CH:12]=2)[CH2:6][CH2:5]1)(=[O:3])[CH3:2].CS(O[CH:23]1[CH2:26][N:25]([C:27]([O:29][C:30]([CH3:33])([CH3:32])[CH3:31])=[O:28])[CH2:24]1)(=O)=O.C([O-])([O-])=O.[Cs+].[Cs+].CN(C=O)C.